Dataset: Catalyst prediction with 721,799 reactions and 888 catalyst types from USPTO. Task: Predict which catalyst facilitates the given reaction. (1) Reactant: [F:1][C:2]1[CH:7]=[CH:6][C:5]([N:8]2[C:12]([C:13]([O:15][CH2:16][CH3:17])=[O:14])=[CH:11][N:10]=[C:9]2[CH2:18]O)=[CH:4][CH:3]=1.C(N(CC)CC)C.CS(Cl)(=O)=O.[Cl:32][C:33]1[CH:38]=[CH:37][CH:36]=[C:35]([Cl:39])[C:34]=1[SH:40].C(=O)([O-])[O-].[Cs+].[Cs+]. Product: [Cl:32][C:33]1[CH:38]=[CH:37][CH:36]=[C:35]([Cl:39])[C:34]=1[S:40][CH2:18][C:9]1[N:8]([C:5]2[CH:6]=[CH:7][C:2]([F:1])=[CH:3][CH:4]=2)[C:12]([C:13]([O:15][CH2:16][CH3:17])=[O:14])=[CH:11][N:10]=1. The catalyst class is: 2. (2) Reactant: [F:1][C:2]1[C:12]2[C:11](=[O:13])[CH2:10][CH2:9][CH2:8][CH2:7][C:6]=2[CH:5]=[C:4]([N:14]2[CH2:18][C@H:17]([CH2:19][NH:20][C:21](=[O:23])[CH3:22])[O:16][C:15]2=[O:24])[CH:3]=1.[BH4-].[Na+]. Product: [F:1][C:2]1[C:12]2[CH:11]([OH:13])[CH2:10][CH2:9][CH2:8][CH2:7][C:6]=2[CH:5]=[C:4]([N:14]2[CH2:18][C@H:17]([CH2:19][NH:20][C:21](=[O:23])[CH3:22])[O:16][C:15]2=[O:24])[CH:3]=1. The catalyst class is: 5. (3) Reactant: [Cl:1][C:2]1[CH:7]=[CH:6][C:5]([NH:8][C:9](=[O:25])[NH:10][C:11]2[S:21][C:14]3[CH2:15][N:16]([CH2:19][CH3:20])[CH2:17][CH2:18][C:13]=3[C:12]=2[C:22]([NH2:24])=[O:23])=[CH:4][C:3]=1[CH3:26].Cl. Product: [ClH:1].[Cl:1][C:2]1[CH:7]=[CH:6][C:5]([NH:8][C:9](=[O:25])[NH:10][C:11]2[S:21][C:14]3[CH2:15][N:16]([CH2:19][CH3:20])[CH2:17][CH2:18][C:13]=3[C:12]=2[C:22]([NH2:24])=[O:23])=[CH:4][C:3]=1[CH3:26]. The catalyst class is: 2. (4) Reactant: [CH2:1]([C@:3]12[CH2:17][CH2:16][C:11]3(OCC[O:12]3)[CH2:10][C@H:9]1[CH2:8][CH2:7][O:6][C:5]1[CH:18]=[C:19]([C:22]([NH:24][C:25]3[C:26]([CH3:31])=[N:27][CH:28]=[CH:29][CH:30]=3)=[O:23])[CH:20]=[CH:21][C:4]2=1)[CH3:2].[CH2:32]([C@@:34]12[CH2:48][CH2:47][C:42]3(OCC[O:43]3)[CH2:41][C@@H:40]1[CH2:39][CH2:38][O:37][C:36]1[CH:49]=[C:50]([C:53]([NH:55][C:56]3[C:57]([CH3:62])=[N:58][CH:59]=[CH:60][CH:61]=3)=[O:54])[CH:51]=[CH:52][C:35]2=1)[CH3:33].Cl.O.C([O-])(O)=O.[Na+]. Product: [CH2:1]([C@:3]12[CH2:17][CH2:16][C:11](=[O:12])[CH2:10][C@H:9]1[CH2:8][CH2:7][O:6][C:5]1[CH:18]=[C:19]([C:22]([NH:24][C:25]3[C:26]([CH3:31])=[N:27][CH:28]=[CH:29][CH:30]=3)=[O:23])[CH:20]=[CH:21][C:4]2=1)[CH3:2].[CH2:32]([C@@:34]12[CH2:48][CH2:47][C:42](=[O:43])[CH2:41][C@@H:40]1[CH2:39][CH2:38][O:37][C:36]1[CH:49]=[C:50]([C:53]([NH:55][C:56]3[C:57]([CH3:62])=[N:58][CH:59]=[CH:60][CH:61]=3)=[O:54])[CH:51]=[CH:52][C:35]2=1)[CH3:33]. The catalyst class is: 49. (5) Reactant: C1N=CN(C(N2C=NC=C2)=O)C=1.[C:13]([CH2:15][C:16]1[CH:24]=[CH:23][C:19]([C:20](O)=[O:21])=[CH:18][CH:17]=1)#[N:14].[BH4-].[Na+].S([O-])(O)(=O)=O.[K+]. Product: [OH:21][CH2:20][C:19]1[CH:23]=[CH:24][C:16]([CH2:15][C:13]#[N:14])=[CH:17][CH:18]=1. The catalyst class is: 30. (6) Reactant: [CH3:1][C:2]1[N:7]=[C:6]([C:8]2[NH:12][C:11]([CH2:13][C:14]3[CH:15]=[C:16]([CH:18]=[CH:19][CH:20]=3)[NH2:17])=[N:10][C:9]=2[C:21]2[CH:22]=[C:23]3[C:28](=[CH:29][CH:30]=2)[N:27]=[CH:26][CH:25]=[CH:24]3)[CH:5]=[CH:4][CH:3]=1.Br[CH2:32][CH2:33][CH2:34][CH2:35]Br.O. Product: [CH3:1][C:2]1[N:7]=[C:6]([C:8]2[NH:12][C:11]([CH2:13][C:14]3[CH:20]=[CH:19][CH:18]=[C:16]([N:17]4[CH2:35][CH2:34][CH2:33][CH2:32]4)[CH:15]=3)=[N:10][C:9]=2[C:21]2[CH:22]=[C:23]3[C:28](=[CH:29][CH:30]=2)[N:27]=[CH:26][CH:25]=[CH:24]3)[CH:5]=[CH:4][CH:3]=1. The catalyst class is: 3. (7) Reactant: [OH:1][CH2:2][C:3]1[CH:4]=[C:5]([OH:9])[CH:6]=[CH:7][CH:8]=1.F[C:11]1[C:16](C)=[CH:15][CH:14]=[CH:13][N:12]=1.[C:18](=O)([O-])[O-].[Cs+].[Cs+]. Product: [CH3:18][C:15]1[CH:16]=[CH:11][N:12]=[C:13]([O:9][C:5]2[CH:4]=[C:3]([CH2:2][OH:1])[CH:8]=[CH:7][CH:6]=2)[CH:14]=1. The catalyst class is: 16.